From a dataset of Forward reaction prediction with 1.9M reactions from USPTO patents (1976-2016). Predict the product of the given reaction. (1) The product is: [O:34]=[C:33]([CH3:35])[C:32]([NH:13][C:11](=[O:12])[C@H:3]([CH2:4][C:5]1[CH:10]=[CH:9][CH:8]=[CH:7][CH:6]=1)[NH2:2])=[O:36]. Given the reactants Cl.[NH2:2][C@H:3]([C:11]([NH2:13])=[O:12])[CH2:4][C:5]1[CH:10]=[CH:9][CH:8]=[CH:7][CH:6]=1.CCN(CC)CC.C1C=CC2N(O)N=NC=2C=1.O.[C:32](O)(=[O:36])[C:33]([CH3:35])=[O:34].CCN=C=NCCCN(C)C.Cl, predict the reaction product. (2) Given the reactants [CH2:1]([O:3][C:4]([C:6]1[NH:7][C:8]2[C:13]([C:14]=1[C:15](=O)[C:16]1[CH:21]=[CH:20][CH:19]=[CH:18][CH:17]=1)=[CH:12][CH:11]=[CH:10][C:9]=2[Br:23])=[O:5])[CH3:2].[BH3-]C#N.[Na+].CCOC(C)=O.O, predict the reaction product. The product is: [CH2:1]([O:3][C:4]([C:6]1[NH:7][C:8]2[C:13]([C:14]=1[CH2:15][C:16]1[CH:21]=[CH:20][CH:19]=[CH:18][CH:17]=1)=[CH:12][CH:11]=[CH:10][C:9]=2[Br:23])=[O:5])[CH3:2]. (3) Given the reactants [CH:1]1[N:9]([C@@H:10]2[O:14][C@H:13]([CH2:15][OH:16])[C@@H:12]([OH:17])[C@H:11]2[OH:18])[C:8]2[C:3](=[C:4]([NH2:19])[N:5]=[CH:6][N:7]=2)[C:2]=1[C:20]#[N:21].[C:22]([Si:26](Cl)([C:33]1[CH:38]=[CH:37][CH:36]=[CH:35][CH:34]=1)[C:27]1[CH:32]=[CH:31][CH:30]=[CH:29][CH:28]=1)([CH3:25])([CH3:24])[CH3:23].[CH3:40][S:41](Cl)(=[O:43])=[O:42], predict the reaction product. The product is: [NH2:19][C:4]1[C:3]2[C:2]([C:20]#[N:21])=[CH:1][N:9]([C@@H:10]3[O:14][C@H:13]([CH2:15][O:16][Si:26]([C:22]([CH3:25])([CH3:24])[CH3:23])([C:33]4[CH:38]=[CH:37][CH:36]=[CH:35][CH:34]=4)[C:27]4[CH:32]=[CH:31][CH:30]=[CH:29][CH:28]=4)[C@@H:12]([O:17][S:41]([CH3:40])(=[O:43])=[O:42])[C@H:11]3[O:18][S:41]([CH3:40])(=[O:43])=[O:42])[C:8]=2[N:7]=[CH:6][N:5]=1. (4) Given the reactants ClC1C=CC(N2C=C(Cl)N=N2)=C(C2N=CN=C(O)C=2)C=1.[Cl:21][C:22]1[CH:23]=[CH:24][C:25]([N:36]2[CH:40]=[C:39]([C:41]([F:44])([F:43])[F:42])[CH:38]=[N:37]2)=[C:26]([C:28]2[CH:33]=[C:32]([O:34]C)[N:31]=[CH:30][N:29]=2)[CH:27]=1, predict the reaction product. The product is: [Cl:21][C:22]1[CH:23]=[CH:24][C:25]([N:36]2[CH:40]=[C:39]([C:41]([F:44])([F:42])[F:43])[CH:38]=[N:37]2)=[C:26]([C:28]2[N:29]=[CH:30][N:31]=[C:32]([OH:34])[CH:33]=2)[CH:27]=1. (5) Given the reactants O1CCOCC1.Cl.Cl[C:9]1[N:10]([CH2:18][C:19]2[CH:24]=[CH:23][C:22]([Cl:25])=[CH:21][CH:20]=2)[CH:11]=[C:12]([O:16][CH3:17])[C:13](=[O:15])[N:14]=1.[F:26][C:27]1[N:32]=[C:31]([O:33][C:34]2[CH:40]=[CH:39][C:37]([NH2:38])=[CH:36][CH:35]=2)[CH:30]=[CH:29][CH:28]=1, predict the reaction product. The product is: [Cl:25][C:22]1[CH:23]=[CH:24][C:19]([CH2:18][N:10]2[CH:11]=[C:12]([O:16][CH3:17])[C:13](=[O:15])[N:14]=[C:9]2[NH:38][C:37]2[CH:36]=[CH:35][C:34]([O:33][C:31]3[CH:30]=[CH:29][CH:28]=[C:27]([F:26])[N:32]=3)=[CH:40][CH:39]=2)=[CH:20][CH:21]=1. (6) Given the reactants S(Cl)([Cl:3])=O.[Br:5][C:6]1[CH:7]=[C:8]([CH2:14][CH2:15][C:16]([OH:18])=O)[CH:9]=[CH:10][C:11]=1[O:12][CH3:13], predict the reaction product. The product is: [Br:5][C:6]1[CH:7]=[C:8]([CH2:14][CH2:15][C:16]([Cl:3])=[O:18])[CH:9]=[CH:10][C:11]=1[O:12][CH3:13]. (7) Given the reactants [O:1]=[C:2]1[NH:6][C:5]2[CH:7]=[CH:8][C:9]([CH:11]([CH3:17])[C:12]([O:14]CC)=[O:13])=[CH:10][C:4]=2[O:3]1.[OH-].[Na+].O.C(O)(=O)C, predict the reaction product. The product is: [O:1]=[C:2]1[NH:6][C:5]2[CH:7]=[CH:8][C:9]([CH:11]([CH3:17])[C:12]([OH:14])=[O:13])=[CH:10][C:4]=2[O:3]1.